This data is from NCI-60 drug combinations with 297,098 pairs across 59 cell lines. The task is: Regression. Given two drug SMILES strings and cell line genomic features, predict the synergy score measuring deviation from expected non-interaction effect. Drug 1: CC1=CC=C(C=C1)C2=CC(=NN2C3=CC=C(C=C3)S(=O)(=O)N)C(F)(F)F. Drug 2: CNC(=O)C1=NC=CC(=C1)OC2=CC=C(C=C2)NC(=O)NC3=CC(=C(C=C3)Cl)C(F)(F)F. Cell line: HOP-92. Synergy scores: CSS=-3.81, Synergy_ZIP=2.81, Synergy_Bliss=2.53, Synergy_Loewe=-3.42, Synergy_HSA=-4.41.